This data is from Catalyst prediction with 721,799 reactions and 888 catalyst types from USPTO. The task is: Predict which catalyst facilitates the given reaction. (1) Reactant: [F:1][C:2]1[CH:7]=[CH:6][C:5]([C:8]2[N:9]=[C:10]3[C:15](=[N:16][CH:17]=2)[N:14]=[C:13](SC)[N:12]=[C:11]3[NH:20][CH2:21][C:22]([F:25])([F:24])[F:23])=[CH:4][CH:3]=1.Cl.[NH2:27][CH2:28][C:29]1[CH:34]=[CH:33][C:32]([S:35]([NH2:38])(=[O:37])=[O:36])=[CH:31][CH:30]=1.CCN(C(C)C)C(C)C.O. The catalyst class is: 37. Product: [F:1][C:2]1[CH:3]=[CH:4][C:5]([C:8]2[N:9]=[C:10]3[C:15](=[N:16][CH:17]=2)[N:14]=[C:13]([NH:27][CH2:28][C:29]2[CH:30]=[CH:31][C:32]([S:35]([NH2:38])(=[O:36])=[O:37])=[CH:33][CH:34]=2)[N:12]=[C:11]3[NH:20][CH2:21][C:22]([F:25])([F:23])[F:24])=[CH:6][CH:7]=1. (2) Reactant: [CH3:1][N:2]([CH3:7])[CH2:3][CH2:4][CH2:5][OH:6].[C:8]1([CH3:18])[CH:13]=[CH:12][C:11]([S:14](Cl)(=[O:16])=[O:15])=[CH:10][CH:9]=1. Product: [CH3:1][N:2]([CH3:7])[CH2:3][CH2:4][CH2:5][O:6][S:14]([C:11]1[CH:12]=[CH:13][C:8]([CH3:18])=[CH:9][CH:10]=1)(=[O:16])=[O:15]. The catalyst class is: 341.